Dataset: Catalyst prediction with 721,799 reactions and 888 catalyst types from USPTO. Task: Predict which catalyst facilitates the given reaction. (1) Product: [CH3:21][O:22][C:23](=[O:34])[C:24]1[CH:29]=[CH:28][CH:27]=[CH:26][CH:25]=1. Reactant: ClC1C(C2CCCC(C3C(Cl)=CC=CN=3)N2)=NC=CC=1.[CH3:21][O:22][C:23](=[O:34])[C:24]1[CH:29]=[C:28](C#N)[CH:27]=[CH:26][C:25]=1CBr.CCN(C(C)C)C(C)C. The catalyst class is: 3. (2) Reactant: Cl.[NH:2]1[CH2:7][CH2:6][C:5]2([C:15]3[C:10](=[CH:11][CH:12]=[CH:13][CH:14]=3)[C:9](=[O:16])[O:8]2)[CH2:4][CH2:3]1.[C:17]1([C:23]2[N:24]=[CH:25][C:26]([NH:29][C:30](=O)[O:31]C3C=CC=CC=3)=[N:27][CH:28]=2)[CH:22]=[CH:21][CH:20]=[CH:19][CH:18]=1.C(N(CC)CC)C. Product: [O:16]=[C:9]1[C:10]2[C:15](=[CH:14][CH:13]=[CH:12][CH:11]=2)[C:5]2([CH2:6][CH2:7][N:2]([C:30]([NH:29][C:26]3[CH:25]=[N:24][C:23]([C:17]4[CH:18]=[CH:19][CH:20]=[CH:21][CH:22]=4)=[CH:28][N:27]=3)=[O:31])[CH2:3][CH2:4]2)[O:8]1. The catalyst class is: 22. (3) The catalyst class is: 352. Product: [NH2:26][C:4]1[CH:3]=[C:2]([CH3:1])[C:13]([O:14][C:15]2[CH:20]=[CH:19][C:18]([O:21][C:22]([F:23])([F:24])[F:25])=[CH:17][CH:16]=2)=[CH:12][C:5]=1[C:6]([O:8][CH:9]([CH3:11])[CH3:10])=[O:7]. Reactant: [CH3:1][C:2]1[C:13]([O:14][C:15]2[CH:20]=[CH:19][C:18]([O:21][C:22]([F:25])([F:24])[F:23])=[CH:17][CH:16]=2)=[CH:12][C:5]([C:6]([O:8][CH:9]([CH3:11])[CH3:10])=[O:7])=[C:4]([N+:26]([O-])=O)[CH:3]=1. (4) Reactant: [OH:1][CH2:2][CH2:3][C:4](=[O:6])[CH3:5].N1C=CN=C1.[Si:12](Cl)([C:15]([CH3:18])([CH3:17])[CH3:16])([CH3:14])[CH3:13]. Product: [Si:12]([O:1][CH2:2][CH2:3][C:4](=[O:6])[CH3:5])([C:15]([CH3:18])([CH3:17])[CH3:16])([CH3:14])[CH3:13]. The catalyst class is: 3.